This data is from Reaction yield outcomes from USPTO patents with 853,638 reactions. The task is: Predict the reaction yield, written as a fraction of the theoretical maximum amount of product (1.0 means a 100% yield; for example, 0.34 means a 34% yield). (1) The reactants are [CH3:1][O:2][C:3]1[C:4]2[C:12]([CH:13]=[C:14]3[CH:18]=[CH:17][S:16][C:15]=13)=[C:11]([O:19][CH3:20])[C:7]1[S:8][CH:9]=[CH:10][C:6]=1[CH:5]=2.[C:21]1([CH3:27])[CH:26]=[CH:25][CH:24]=[CH:23][CH:22]=1.C(O)[CH2:29][CH2:30][CH2:31][CH2:32][CH2:33][CH2:34][CH2:35][CH2:36][CH2:37][CH2:38][CH2:39][CH2:40][CH3:41].[C:43]1(C)[CH:48]=[CH:47][C:46](S(O)(=O)=O)=[CH:45][CH:44]=1. The catalyst is O. The product is [CH2:20]([O:19][C:11]1[C:12]2[C:4]([CH:5]=[C:6]3[CH:10]=[CH:9][S:8][C:7]=13)=[C:3]([O:2][CH2:1][CH2:47][CH2:48][CH2:43][CH2:44][CH2:45][CH2:46][CH2:22][CH2:23][CH2:24][CH2:25][CH2:26][CH2:21][CH3:27])[C:15]1[S:16][CH:17]=[CH:18][C:14]=1[CH:13]=2)[CH2:41][CH2:40][CH2:39][CH2:38][CH2:37][CH2:36][CH2:35][CH2:34][CH2:33][CH2:32][CH2:31][CH2:30][CH3:29]. The yield is 0.490. (2) The reactants are C(=O)([O-])[O-].[Cs+].[Cs+].[C:7]1([OH:13])[CH:12]=[CH:11][CH:10]=[CH:9][CH:8]=1.Br[C:15]1[C:16]([O:22][CH3:23])=[N:17][CH:18]=[C:19]([Cl:21])[CH:20]=1.[Cl-].CC(C)(C(=O)CC(=O)C(C)(C)C)C. The catalyst is CN1CCCC1=O. The product is [Cl:21][C:19]1[CH:20]=[C:15]([O:13][C:7]2[CH:12]=[CH:11][CH:10]=[CH:9][CH:8]=2)[C:16]([O:22][CH3:23])=[N:17][CH:18]=1. The yield is 0.990. (3) The reactants are [C:1]([C:3]1[C:8]([C:9]2[N:13]([S:14]([C:17]3[CH:22]=[CH:21][CH:20]=[CH:19][C:18]=3[CH3:23])(=[O:16])=[O:15])[CH:12]=[C:11]([CH2:24][N:25](C)[C:26](=O)OC(C)(C)C)[CH:10]=2)=[CH:7][CH:6]=[CH:5][N:4]=1)#[N:2].C(OCC)(=O)C.[ClH:40]. The catalyst is C(OCC)(=O)C.CC(O)C. The product is [ClH:40].[CH3:26][NH:25][CH2:24][C:11]1[CH:10]=[C:9]([C:8]2[C:3]([C:1]#[N:2])=[N:4][CH:5]=[CH:6][CH:7]=2)[N:13]([S:14]([C:17]2[CH:22]=[CH:21][CH:20]=[CH:19][C:18]=2[CH3:23])(=[O:16])=[O:15])[CH:12]=1. The yield is 0.900. (4) The reactants are [NH2:1][C:2]1[N:7]=[CH:6][C:5](/[CH:8]=[CH:9]/[C:10]([N:12]([CH2:14][C:15]2[S:19][C:18]3[CH:20]=[CH:21][CH:22]=[C:23]([F:24])[C:17]=3[C:16]=2[Cl:25])[CH3:13])=[O:11])=[CH:4][CH:3]=1.Cl. The catalyst is C(Cl)Cl.CCOCC. The product is [ClH:25].[NH2:1][C:2]1[N:7]=[CH:6][C:5](/[CH:8]=[CH:9]/[C:10]([N:12]([CH2:14][C:15]2[S:19][C:18]3[CH:20]=[CH:21][CH:22]=[C:23]([F:24])[C:17]=3[C:16]=2[Cl:25])[CH3:13])=[O:11])=[CH:4][CH:3]=1. The yield is 0.980. (5) The reactants are [C:1]([C:5]1[CH:10]=[CH:9][C:8]([N:11]2[C:15]([OH:16])=[C:14]([C:17](=O)[CH3:18])[C:13]([CH3:20])=[N:12]2)=[CH:7][CH:6]=1)([CH3:4])([CH3:3])[CH3:2].[CH3:21][O:22][C:23]([C:25]1[CH:34]=[CH:33][C:28]([C:29]([NH:31][NH2:32])=[O:30])=[CH:27][CH:26]=1)=[O:24]. The catalyst is CN(C=O)C. The product is [C:1]([C:5]1[CH:10]=[CH:9][C:8]([N:11]2[C:15](=[O:16])[C:14](=[C:17]([NH:32][NH:31][C:29](=[O:30])[C:28]3[CH:27]=[CH:26][C:25]([C:23]([O:22][CH3:21])=[O:24])=[CH:34][CH:33]=3)[CH3:18])[C:13]([CH3:20])=[N:12]2)=[CH:7][CH:6]=1)([CH3:4])([CH3:3])[CH3:2]. The yield is 0.660.